Predict the product of the given reaction. From a dataset of Forward reaction prediction with 1.9M reactions from USPTO patents (1976-2016). (1) Given the reactants [O:1]=[C:2]([C:12]1[C:17]([C:18]([F:21])([F:20])[F:19])=[CH:16][CH:15]=[CH:14][N:13]=1)[CH2:3][NH:4]C(=O)OC(C)(C)C.CO.[ClH:24], predict the reaction product. The product is: [ClH:24].[ClH:24].[NH2:4][CH2:3][C:2]([C:12]1[C:17]([C:18]([F:21])([F:19])[F:20])=[CH:16][CH:15]=[CH:14][N:13]=1)=[O:1]. (2) Given the reactants Cl.[NH2:2][CH2:3][C:4]([NH:6][CH:7]([C:14]1[CH:19]=[CH:18][C:17]([Cl:20])=[CH:16][CH:15]=1)[C:8]1[CH:13]=[CH:12][CH:11]=[CH:10][CH:9]=1)=[O:5].[Cl:21][C:22]1[CH:30]=[CH:29][C:25]([C:26](O)=[O:27])=[C:24]([CH3:31])[CH:23]=1, predict the reaction product. The product is: [Cl:21][C:22]1[CH:30]=[CH:29][C:25]([C:26]([NH:2][CH2:3][C:4](=[O:5])[NH:6][CH:7]([C:14]2[CH:19]=[CH:18][C:17]([Cl:20])=[CH:16][CH:15]=2)[C:8]2[CH:13]=[CH:12][CH:11]=[CH:10][CH:9]=2)=[O:27])=[C:24]([CH3:31])[CH:23]=1.